From a dataset of Forward reaction prediction with 1.9M reactions from USPTO patents (1976-2016). Predict the product of the given reaction. (1) Given the reactants [CH:1]1([C:4]2[O:5][CH:6]=[C:7]([C:9]([OH:11])=O)[N:8]=2)[CH2:3][CH2:2]1.C(N=C=NCCCN(C)C)C.OC1C2N=NNC=2C=CC=1.[CH3:33][NH:34][O:35][CH3:36].C(N(CC)CC)C, predict the reaction product. The product is: [CH:1]1([C:4]2[O:5][CH:6]=[C:7]([C:9]([N:34]([O:35][CH3:36])[CH3:33])=[O:11])[N:8]=2)[CH2:2][CH2:3]1. (2) Given the reactants [N+:1]([C:4]1[CH:9]=[CH:8][C:7]([CH:10]([CH2:16][CH2:17][CH2:18][CH3:19])[C:11]([O:13][CH2:14][CH3:15])=[O:12])=[CH:6][CH:5]=1)([O-])=O, predict the reaction product. The product is: [NH2:1][C:4]1[CH:5]=[CH:6][C:7]([CH:10]([CH2:16][CH2:17][CH2:18][CH3:19])[C:11]([O:13][CH2:14][CH3:15])=[O:12])=[CH:8][CH:9]=1. (3) The product is: [NH4+:14].[OH-:12].[OH:23][C:21]1[C:22]2[NH:14][CH:15]=[C:16]([CH2:25][NH:26][C:27]([CH2:30][OH:31])([CH2:32][OH:33])[CH2:28][OH:29])[C:17]=2[N:18]=[CH:19][N:20]=1. Given the reactants B(Br)(Br)Br.C([O:12]C[N:14]1[C:22]2[C:21]([O:23]C)=[N:20][CH:19]=[N:18][C:17]=2[C:16]([CH2:25][NH:26][C:27]([CH2:32][OH:33])([CH2:30][OH:31])[CH2:28][OH:29])=[CH:15]1)C1C=CC=CC=1, predict the reaction product.